Dataset: Forward reaction prediction with 1.9M reactions from USPTO patents (1976-2016). Task: Predict the product of the given reaction. (1) Given the reactants [NH2:1][C:2]1[CH:7]=[CH:6][C:5]([I:8])=[CH:4][N:3]=1.Br[CH2:10][C:11]([C:13]1[CH:18]=[CH:17][C:16]([C:19]2[O:20][CH2:21][CH2:22][N:23]=2)=[CH:15][CH:14]=1)=O.C(=O)([O-])O.[Na+].ClCCl.CO, predict the reaction product. The product is: [I:8][C:5]1[CH:6]=[CH:7][C:2]2[N:3]([CH:10]=[C:11]([C:13]3[CH:14]=[CH:15][C:16]([C:19]4[O:20][CH2:21][CH2:22][N:23]=4)=[CH:17][CH:18]=3)[N:1]=2)[CH:4]=1. (2) The product is: [F:13][C:10]1[CH:11]=[CH:12][C:7]([CH2:6][CH2:5][C:4]([OH:16])=[O:3])=[CH:8][C:9]=1[O:14][CH3:15]. Given the reactants C([O:3][C:4](=[O:16])[CH:5]=[CH:6][C:7]1[CH:12]=[CH:11][C:10]([F:13])=[C:9]([O:14][CH3:15])[CH:8]=1)C.[OH-].[Na+].Cl, predict the reaction product. (3) Given the reactants [N+:1]([C:4]1[CH:5]=[CH:6][C:7]([NH:10][CH2:11][C:12]([F:15])([F:14])[F:13])=[N:8][CH:9]=1)([O-:3])=[O:2].[C:16](=O)([O-])[O-].[Cs+].[Cs+].IC, predict the reaction product. The product is: [CH3:16][N:10]([C:7]1[CH:6]=[CH:5][C:4]([N+:1]([O-:3])=[O:2])=[CH:9][N:8]=1)[CH2:11][C:12]([F:15])([F:13])[F:14]. (4) Given the reactants C[O:2][C:3]1[CH:8]=[CH:7][C:6]([N:9]2[C@@H:13]([C:14]3[CH:19]=[CH:18][C:17]([C@:20]4([C:36](=[O:38])[NH2:37])[CH2:24][CH2:23][CH2:22][N:21]4[C:25](=[O:35])[C@@H:26]([NH:30][C:31](=[O:34])[O:32][CH3:33])[CH:27]([CH3:29])[CH3:28])=[CH:16][CH:15]=3)[CH2:12][CH2:11][C@@H:10]2[C:39]2[CH:44]=[CH:43][C:42]([C@:45]3([C:61](=[O:63])[NH2:62])[CH2:49][CH2:48][CH2:47][N:46]3[C:50](=[O:60])[C@@H:51]([NH:55][C:56](=[O:59])[O:57][CH3:58])[CH:52]([CH3:54])[CH3:53])=[CH:41][CH:40]=2)=[CH:5][CH:4]=1, predict the reaction product. The product is: [OH:2][C:3]1[CH:4]=[CH:5][C:6]([N:9]2[C@@H:13]([C:14]3[CH:15]=[CH:16][C:17]([C@:20]4([C:36](=[O:38])[NH2:37])[CH2:24][CH2:23][CH2:22][N:21]4[C:25](=[O:35])[C@@H:26]([NH:30][C:31](=[O:34])[O:32][CH3:33])[CH:27]([CH3:29])[CH3:28])=[CH:18][CH:19]=3)[CH2:12][CH2:11][C@@H:10]2[C:39]2[CH:40]=[CH:41][C:42]([C@:45]3([C:61](=[O:63])[NH2:62])[CH2:49][CH2:48][CH2:47][N:46]3[C:50](=[O:60])[C@@H:51]([NH:55][C:56](=[O:59])[O:57][CH3:58])[CH:52]([CH3:54])[CH3:53])=[CH:43][CH:44]=2)=[CH:7][CH:8]=1. (5) Given the reactants C([O:3][C:4](=O)[C:5]1[CH:10]=[CH:9][C:8]([N:11]2[CH2:16][CH2:15][CH:14]([NH:17][C:18]([O:20][CH2:21][C:22]3[CH:27]=[CH:26][CH:25]=[CH:24][CH:23]=3)=[O:19])[CH2:13][CH2:12]2)=[CH:7][CH:6]=1)C.[H-].C([Al+]CC(C)C)C(C)C.CCCCCC.CO.[Cl-].[Na+], predict the reaction product. The product is: [CH2:21]([O:20][C:18]([NH:17][CH:14]1[CH2:13][CH2:12][N:11]([C:8]2[CH:7]=[CH:6][C:5]([CH:4]=[O:3])=[CH:10][CH:9]=2)[CH2:16][CH2:15]1)=[O:19])[C:22]1[CH:23]=[CH:24][CH:25]=[CH:26][CH:27]=1. (6) The product is: [C:48]([C:50]1[CH:51]=[C:52]([CH2:56][C:57]([Cl:64])=[O:59])[CH:53]=[CH:54][CH:55]=1)#[N:49]. Given the reactants COC(=O)C1C=CC=C(CCNC([C@]23CC[C@@H](C(C)=C)[C@@H]2[C@@H]2[C@@](C)(CC3)[C@@]3(C)[C@@H]([C@]4(C)[C@@H](CC3)C(C)(C)[C@@H](O)CC4)CC2)=O)C=1.NN.[C:48]([C:50]1[CH:51]=[C:52]([CH2:56][C:57]([OH:59])=O)[CH:53]=[CH:54][CH:55]=1)#[N:49].C(Cl)(C([Cl:64])=O)=O, predict the reaction product.